Predict which catalyst facilitates the given reaction. From a dataset of Catalyst prediction with 721,799 reactions and 888 catalyst types from USPTO. (1) Reactant: Cl[C:2]1[CH:7]=[N:6][CH:5]=[C:4]([Cl:8])[N:3]=1.[NH2:9][C:10]1[CH:18]=[CH:17][C:13]([C:14]([OH:16])=[O:15])=[CH:12][C:11]=1[Cl:19].CC([O-])(C)C.[Na+].CC1(C)C2C(=C(P(C3C=CC=CC=3)C3C=CC=CC=3)C=CC=2)OC2C(P(C3C=CC=CC=3)C3C=CC=CC=3)=CC=CC1=2. Product: [Cl:19][C:11]1[CH:12]=[C:13]([CH:17]=[CH:18][C:10]=1[NH:9][C:2]1[CH:7]=[N:6][CH:5]=[C:4]([Cl:8])[N:3]=1)[C:14]([OH:16])=[O:15]. The catalyst class is: 62. (2) Reactant: [F:1][C:2]1[CH:7]=[C:6]([F:8])[C:5]([N+:9]([O-:11])=[O:10])=[CH:4][C:3]=1[S:12](Cl)(=[O:14])=[O:13].Cl.CN.C[CH2:20][N:21](CC)CC.Cl. Product: [F:1][C:2]1[CH:7]=[C:6]([F:8])[C:5]([N+:9]([O-:11])=[O:10])=[CH:4][C:3]=1[S:12]([NH:21][CH3:20])(=[O:14])=[O:13]. The catalyst class is: 20.